Dataset: NCI-60 drug combinations with 297,098 pairs across 59 cell lines. Task: Regression. Given two drug SMILES strings and cell line genomic features, predict the synergy score measuring deviation from expected non-interaction effect. (1) Drug 1: C1CC(=O)NC(=O)C1N2CC3=C(C2=O)C=CC=C3N. Drug 2: C1=NC2=C(N=C(N=C2N1C3C(C(C(O3)CO)O)O)F)N. Cell line: K-562. Synergy scores: CSS=3.55, Synergy_ZIP=-2.51, Synergy_Bliss=-3.32, Synergy_Loewe=-4.15, Synergy_HSA=-2.47. (2) Drug 1: CC1=C2C(C(=O)C3(C(CC4C(C3C(C(C2(C)C)(CC1OC(=O)C(C(C5=CC=CC=C5)NC(=O)C6=CC=CC=C6)O)O)OC(=O)C7=CC=CC=C7)(CO4)OC(=O)C)O)C)OC(=O)C. Drug 2: CC1=C2C(C(=O)C3(C(CC4C(C3C(C(C2(C)C)(CC1OC(=O)C(C(C5=CC=CC=C5)NC(=O)OC(C)(C)C)O)O)OC(=O)C6=CC=CC=C6)(CO4)OC(=O)C)O)C)O. Cell line: OVCAR3. Synergy scores: CSS=51.4, Synergy_ZIP=-3.32, Synergy_Bliss=-7.28, Synergy_Loewe=-5.48, Synergy_HSA=-5.91. (3) Cell line: SF-268. Drug 1: CC1=C(C=C(C=C1)C(=O)NC2=CC(=CC(=C2)C(F)(F)F)N3C=C(N=C3)C)NC4=NC=CC(=N4)C5=CN=CC=C5. Drug 2: C1C(C(OC1N2C=NC(=NC2=O)N)CO)O. Synergy scores: CSS=-1.32, Synergy_ZIP=2.70, Synergy_Bliss=2.72, Synergy_Loewe=-0.0235, Synergy_HSA=-0.541.